This data is from Reaction yield outcomes from USPTO patents with 853,638 reactions. The task is: Predict the reaction yield, written as a fraction of the theoretical maximum amount of product (1.0 means a 100% yield; for example, 0.34 means a 34% yield). (1) The reactants are [F:1][C:2]1[CH:7]=[C:6]([I:8])[CH:5]=[CH:4][C:3]=1[NH:9][C:10]1[N:15]([CH3:16])[C:14](=[O:17])[C:13]2[CH:18]=[CH:19][O:20][C:12]=2[C:11]=1[C:21](O)=[O:22].[Cl-].[OH:25][CH2:26][C:27]([O:30][NH3+:31])([CH3:29])[CH3:28].CCN=C=NCCCN(C)C.C1C=CC2N(O)N=NC=2C=1. The catalyst is CN(C=O)C. The product is [F:1][C:2]1[CH:7]=[C:6]([I:8])[CH:5]=[CH:4][C:3]=1[NH:9][C:10]1[N:15]([CH3:16])[C:14](=[O:17])[C:13]2[CH:18]=[CH:19][O:20][C:12]=2[C:11]=1[C:21]([NH:31][O:30][C:27]([CH3:29])([CH3:28])[CH2:26][OH:25])=[O:22]. The yield is 0.170. (2) The reactants are Cl[C:2]1[CH:7]=[CH:6][C:5]([N+:8]([O-])=O)=[CH:4][N:3]=1.[CH3:11][N:12]([CH3:16])[CH2:13][CH2:14][NH2:15]. No catalyst specified. The product is [CH3:11][N:12]([CH3:16])[CH2:13][CH2:14][NH:15][C:2]1[CH:7]=[CH:6][C:5]([NH2:8])=[CH:4][N:3]=1. The yield is 0.500. (3) The reactants are [Cl:1][C:2]1[C:3]([CH2:8][NH:9][C:10]([N:12]2[CH2:17][CH2:16][N:15]3[C:18]([C:21]([F:24])([F:23])[F:22])=[N:19][N:20]=[C:14]3[CH2:13]2)=O)=[N:4][CH:5]=[CH:6][N:7]=1.N1C=CC=CC=1.P(Cl)(Cl)(Cl)=O. The catalyst is C(#N)C. The product is [Cl:1][C:2]1[C:3]2[N:4]([C:10]([N:12]3[CH2:17][CH2:16][N:15]4[C:18]([C:21]([F:24])([F:23])[F:22])=[N:19][N:20]=[C:14]4[CH2:13]3)=[N:9][CH:8]=2)[CH:5]=[CH:6][N:7]=1. The yield is 0.463. (4) The reactants are [F:1][C:2]1[CH:7]=[CH:6][C:5]([NH2:8])=[CH:4][CH:3]=1.C1N=CN([C:14](N2C=NC=C2)=[O:15])C=1.[CH2:21]([O:23][C:24](=[O:43])[CH2:25][CH2:26][C:27]1[CH:32]=[CH:31][CH:30]=[C:29]([N:33]2[C:37]([NH2:38])=[CH:36][C:35]([C:39]([CH3:42])([CH3:41])[CH3:40])=[N:34]2)[CH:28]=1)[CH3:22].O. The catalyst is CN(C=O)C. The product is [CH2:21]([O:23][C:24](=[O:43])[CH2:25][CH2:26][C:27]1[CH:32]=[CH:31][CH:30]=[C:29]([N:33]2[C:37]([NH:38][C:14]([NH:8][C:5]3[CH:6]=[CH:7][C:2]([F:1])=[CH:3][CH:4]=3)=[O:15])=[CH:36][C:35]([C:39]([CH3:42])([CH3:41])[CH3:40])=[N:34]2)[CH:28]=1)[CH3:22]. The yield is 0.330. (5) The reactants are O=[C:2]1[CH2:6][CH2:5][C@@H:4]([C:7]([OH:9])=[O:8])[N:3]1[C:10]([OH:12])=[O:11].[Li+].[B-](CC)(CC)CC.C(N(C(C)C)C(C)C)C.CN(C1C=CC=CN=1)C.FC(F)(F)C(OC(=O)C(F)(F)F)=O. The catalyst is C1(C)C=CC=CC=1.O. The product is [N:3]1([C:10]([OH:12])=[O:11])[CH:4]([C:7]([OH:9])=[O:8])[CH2:5][CH:6]=[CH:2]1. The yield is 1.00.